This data is from Experimentally validated miRNA-target interactions with 360,000+ pairs, plus equal number of negative samples. The task is: Binary Classification. Given a miRNA mature sequence and a target amino acid sequence, predict their likelihood of interaction. (1) The miRNA is hsa-miR-4667-5p with sequence ACUGGGGAGCAGAAGGAGAACC. The protein sequence of the target gene is MSSPMPDCTSKCRSLKHALDVLSVVTKGSENQIKAFLSSHCYNAATIKDVFGRNALHLVSSCGKKGVLDWLIQKGVDLLVKDKESGWTALHRSIFYGHIDCVWSLLKHGVSLYIQDKEGLSALDLVMKDRPTHVVFKNTDPTDVYTWGDNTNFTLGHGSQNSKHHPELVDLFSRSGIYIKQVVLCKFHSVFLSQKGQVYTCGHGPGGRLGHGDEQTCLVPRLVEGLNGHNCSQVAAAKDHTVVLTEDGCVYTFGLNIFHQLGIIPPPSSCNVPRQIQAKYLKGRTIIGVAAGRFHTVLWT.... Result: 0 (no interaction). (2) The miRNA is hsa-miR-124-3p with sequence UAAGGCACGCGGUGAAUGCCAA. The protein sequence of the target gene is MPVRGDRGFPPRRELSGWLRAPGMEELIWEQYTVTLQKDSKRGFGIAVSGGRDNPHFENGETSIVISDVLPGGPADGLLQENDRVVMVNGTPMEDVLHSFAVQQLRKSGKVAAIVVKRPRKVQVAALQASPPLDQDDRAFEVMDEFDGRSFRSGYSERSRLNSHGGRSRSWEDSPERGRPHERARSRERDLSRDRSRGRSLERGLDQDHARTRDRSRGRSLERGLDHDFGPSRDRDRDRSRGRSIDQDYERAYHRAYDPDYERAYSPEYRRGARHDARSRGPRSRSREHPHSRSPSPEPR.... Result: 1 (interaction). (3) The miRNA is hsa-miR-4747-5p with sequence AGGGAAGGAGGCUUGGUCUUAG. The protein sequence of the target gene is MEEESIKEGSEKPRGARTADKAGWIKKSSGGLLGLWKDRYLLLCQAQLLVYENEDEQKCVETVELGSYEKCQDLRTLLKRKHHRFILLRSPGNKVSDIKFQAPSGEEKESWIKALNEGINRGKNKAFDEVKVDKTCALEHVTRNRVRGGQRRRPPTRIHLKEVASAASDGLSRLDLDVPDSGPPVFAPLSDISEDQPQEPPRALMPPVKPSPGPETSAVEDSKETPAGERALTPDSASSGANPESQEDAETPAKEDSDVKSLPNSTLSEKLKVSWENPSPEKPSAPESAQLSSSETPEAT.... Result: 0 (no interaction). (4) The miRNA is hsa-miR-7114-3p with sequence UGACCCACCCCUCUCCACCAG. The protein sequence of the target gene is MSLSAGLPVRPLLLLLLLLWSVAPQALPPRSHSLRYLFMGASEPDLGLPLFEARGYVDDQLFVSYNHESRRAEPRAPWILEQTSSQLWLHLSQSLKGWDYMFIVDFWTIMGNYNHSKVTKLGVVSESHILQVVLGCEVHEDNSTSGFWRYGYDGQDHLEFCPKTLNWSAAEPGAWATKVEWDEHKIRAKQNRDYLEKDCPEQLKRLLELGRGVLGQQVPTLVKVTRHWASTGTSLRCQALDFFPQNITMRWLKDNQPLDAKDVNPEKVLPNGDETYQGWLTLAVAPGDETRFTCQVEHPG.... Result: 0 (no interaction). (5) The miRNA is cel-miR-72-5p with sequence AGGCAAGAUGUUGGCAUAGCUGA. The protein sequence of the target gene is MRGPGTAASHSPLGLCALVLALLGALPTDTRAQPYHGEKGISVPDHGFCQPISIPLCTDIAYNQTILPNLLGHTNQEDAGLEVHQFYPLVKVQCSPELRFFLCSMYAPVCTVLDQAIPPCRSLCERARQGCEALMNKFGFQWPERLRCENFPVHGAGEICVGQNTSDGSGGAGGSPTAYPTAPYLPDPPFTAMSPSDGRGRLSFPFSCPRQLKVPPYLGYRFLGERDCGAPCEPGRANGLMYFKEEERRFARLWVGVWSVLCCASTLFTVLTYLVDMRRFSYPERPIIFLSGCYFMVAVA.... Result: 0 (no interaction). (6) The miRNA is hsa-miR-4743-5p with sequence UGGCCGGAUGGGACAGGAGGCAU. The protein sequence of the target gene is MAATEGVGESAAGGEPGQPEQPPPPPPPPPAQQPQEEEMAAEAGEAAASPMDDGFLSLDSPTYVLYRDRAEWADIDPVPQNDGPNPVVQIIYSEKFRDVYDYFRAVLQRDERSERAFKLTRDAIELNAANYTVWHFRRVLLRSLQKDLQEEMNYITAIIEEQPKNYQVWHHRRVLVEWLKDPSQELEFIADILSQDAKNYHAWQHRQWVIQEFRLWDNELQYVDQLLKEDVRNNSVWNQRHFVISNTTGYSDRAVLEREVQYTLEMIKLVPHNESAWNYLKGILQDRGLSRYPNLLNQLL.... Result: 0 (no interaction).